Dataset: Reaction yield outcomes from USPTO patents with 853,638 reactions. Task: Predict the reaction yield, written as a fraction of the theoretical maximum amount of product (1.0 means a 100% yield; for example, 0.34 means a 34% yield). The reactants are [CH2:1]([O:3][C:4](=[O:21])[CH2:5][CH:6]([N:8]1[CH2:13][CH2:12][N:11](C(OC(C)(C)C)=O)[CH2:10][CH2:9]1)[CH3:7])[CH3:2].C(O)(C(F)(F)F)=O. The catalyst is C(Cl)Cl. The product is [N:8]1([CH:6]([CH3:7])[CH2:5][C:4]([O:3][CH2:1][CH3:2])=[O:21])[CH2:13][CH2:12][NH:11][CH2:10][CH2:9]1. The yield is 0.600.